From a dataset of NCI-60 drug combinations with 297,098 pairs across 59 cell lines. Regression. Given two drug SMILES strings and cell line genomic features, predict the synergy score measuring deviation from expected non-interaction effect. (1) Drug 1: CN(CC1=CN=C2C(=N1)C(=NC(=N2)N)N)C3=CC=C(C=C3)C(=O)NC(CCC(=O)O)C(=O)O. Drug 2: CC1=C(C(=O)C2=C(C1=O)N3CC4C(C3(C2COC(=O)N)OC)N4)N. Cell line: UO-31. Synergy scores: CSS=42.5, Synergy_ZIP=-3.49, Synergy_Bliss=-0.669, Synergy_Loewe=-2.95, Synergy_HSA=-2.44. (2) Drug 1: CN1C(=O)N2C=NC(=C2N=N1)C(=O)N. Drug 2: CC1C(C(CC(O1)OC2CC(CC3=C2C(=C4C(=C3O)C(=O)C5=CC=CC=C5C4=O)O)(C(=O)C)O)N)O. Cell line: 786-0. Synergy scores: CSS=51.0, Synergy_ZIP=4.55, Synergy_Bliss=3.48, Synergy_Loewe=2.49, Synergy_HSA=4.86. (3) Drug 1: CC12CCC(CC1=CCC3C2CCC4(C3CC=C4C5=CN=CC=C5)C)O. Drug 2: C1C(C(OC1N2C=NC3=C(N=C(N=C32)Cl)N)CO)O. Cell line: SF-539. Synergy scores: CSS=0.915, Synergy_ZIP=-2.49, Synergy_Bliss=-2.89, Synergy_Loewe=-2.52, Synergy_HSA=-2.70. (4) Drug 1: CC(C1=C(C=CC(=C1Cl)F)Cl)OC2=C(N=CC(=C2)C3=CN(N=C3)C4CCNCC4)N. Drug 2: C1CCC(C1)C(CC#N)N2C=C(C=N2)C3=C4C=CNC4=NC=N3. Cell line: MDA-MB-231. Synergy scores: CSS=16.5, Synergy_ZIP=-4.03, Synergy_Bliss=4.43, Synergy_Loewe=1.18, Synergy_HSA=4.79. (5) Drug 1: C1=CC(=C2C(=C1NCCNCCO)C(=O)C3=C(C=CC(=C3C2=O)O)O)NCCNCCO. Drug 2: COCCOC1=C(C=C2C(=C1)C(=NC=N2)NC3=CC=CC(=C3)C#C)OCCOC.Cl. Cell line: OVCAR-8. Synergy scores: CSS=51.9, Synergy_ZIP=7.52, Synergy_Bliss=6.07, Synergy_Loewe=-2.57, Synergy_HSA=7.21. (6) Drug 1: CC1=C(C(=O)C2=C(C1=O)N3CC4C(C3(C2COC(=O)N)OC)N4)N. Drug 2: B(C(CC(C)C)NC(=O)C(CC1=CC=CC=C1)NC(=O)C2=NC=CN=C2)(O)O. Cell line: SK-OV-3. Synergy scores: CSS=45.1, Synergy_ZIP=-4.03, Synergy_Bliss=-3.91, Synergy_Loewe=-6.13, Synergy_HSA=-0.851. (7) Drug 1: CC1=C(C(=CC=C1)Cl)NC(=O)C2=CN=C(S2)NC3=CC(=NC(=N3)C)N4CCN(CC4)CCO. Cell line: NCI/ADR-RES. Synergy scores: CSS=5.42, Synergy_ZIP=-3.33, Synergy_Bliss=-2.94, Synergy_Loewe=-2.53, Synergy_HSA=-2.46. Drug 2: C1=CN(C=N1)CC(O)(P(=O)(O)O)P(=O)(O)O.